Dataset: Forward reaction prediction with 1.9M reactions from USPTO patents (1976-2016). Task: Predict the product of the given reaction. (1) Given the reactants [Br:1][C:2]1[CH:9]=[C:8](F)[CH:7]=[CH:6][C:3]=1[C:4]#[N:5].[NH2:11][C@H:12]([CH2:16][CH:17]1[CH2:22][CH2:21][CH2:20][CH2:19][CH2:18]1)[C:13]([NH2:15])=[O:14].CCN(C(C)C)C(C)C.O, predict the reaction product. The product is: [Br:1][C:2]1[CH:9]=[C:8]([NH:11][C@H:12]([CH2:16][CH:17]2[CH2:22][CH2:21][CH2:20][CH2:19][CH2:18]2)[C:13]([NH2:15])=[O:14])[CH:7]=[CH:6][C:3]=1[C:4]#[N:5]. (2) Given the reactants [CH3:1][C:2]1[CH:7]=[CH:6][C:5]([S:8]([O:11][CH2:12][C@H:13]2[CH2:27][O:26][C:16]3[CH:17]=[CH:18][C:19]4[C:20](=O)[CH:21]=[CH:22][O:23][C:24]=4[C:15]=3[O:14]2)(=[O:10])=[O:9])=[CH:4][CH:3]=1, predict the reaction product. The product is: [CH3:1][C:2]1[CH:7]=[CH:6][C:5]([S:8]([O:11][CH2:12][C@H:13]2[CH2:27][O:26][C:16]3[CH:17]=[CH:18][C:19]4[CH2:20][CH2:21][CH2:22][O:23][C:24]=4[C:15]=3[O:14]2)(=[O:10])=[O:9])=[CH:4][CH:3]=1.